This data is from Peptide-MHC class I binding affinity with 185,985 pairs from IEDB/IMGT. The task is: Regression. Given a peptide amino acid sequence and an MHC pseudo amino acid sequence, predict their binding affinity value. This is MHC class I binding data. (1) The peptide sequence is VPAPAGPIV. The MHC is HLA-A68:02 with pseudo-sequence HLA-A68:02. The binding affinity (normalized) is 0.537. (2) The peptide sequence is KSYCQPLPE. The MHC is HLA-A31:01 with pseudo-sequence HLA-A31:01. The binding affinity (normalized) is 0.0847. (3) The peptide sequence is EEAIRHVRAW. The MHC is HLA-B18:01 with pseudo-sequence HLA-B18:01. The binding affinity (normalized) is 0.0137. (4) The peptide sequence is KRPYVFVAA. The MHC is HLA-B73:01 with pseudo-sequence HLA-B73:01. The binding affinity (normalized) is 0.609. (5) The peptide sequence is SYFPDSNNV. The MHC is HLA-C04:01 with pseudo-sequence HLA-C04:01. The binding affinity (normalized) is 0.0847. (6) The peptide sequence is WTDVTPDY. The MHC is Mamu-A02 with pseudo-sequence Mamu-A02. The binding affinity (normalized) is 0.685. (7) The peptide sequence is STMPGGYTY. The MHC is HLA-A03:01 with pseudo-sequence HLA-A03:01. The binding affinity (normalized) is 0.441. (8) The peptide sequence is FLADYRGKT. The MHC is HLA-A02:50 with pseudo-sequence HLA-A02:50. The binding affinity (normalized) is 0.936. (9) The peptide sequence is AERGPGQMLG. The MHC is HLA-A03:01 with pseudo-sequence HLA-A03:01. The binding affinity (normalized) is 0. (10) The peptide sequence is LLRDNRAAL. The MHC is HLA-B58:01 with pseudo-sequence HLA-B58:01. The binding affinity (normalized) is 0.0847.